This data is from Peptide-MHC class II binding affinity with 134,281 pairs from IEDB. The task is: Regression. Given a peptide amino acid sequence and an MHC pseudo amino acid sequence, predict their binding affinity value. This is MHC class II binding data. (1) The MHC is DRB1_1201 with pseudo-sequence DRB1_1201. The peptide sequence is YPFIEQEGPEFFDQE. The binding affinity (normalized) is 0.150. (2) The peptide sequence is FVHLGHRDNIEDDLL. The MHC is DRB1_0802 with pseudo-sequence DRB1_0802. The binding affinity (normalized) is 0.109. (3) The peptide sequence is ALREKVLGLPAIKAW. The MHC is HLA-DPA10201-DPB11401 with pseudo-sequence HLA-DPA10201-DPB11401. The binding affinity (normalized) is 0.483. (4) The peptide sequence is EAGKATTEEQKLIED. The MHC is HLA-DQA10301-DQB10302 with pseudo-sequence HLA-DQA10301-DQB10302. The binding affinity (normalized) is 0.226. (5) The peptide sequence is GGRSLTDLLRALGAQ. The MHC is DRB1_0901 with pseudo-sequence DRB1_0901. The binding affinity (normalized) is 0.185. (6) The MHC is DRB1_0901 with pseudo-sequence DRB1_0901. The peptide sequence is YVENGLISRVLDGLV. The binding affinity (normalized) is 0.435.